The task is: Predict the reaction yield, written as a fraction of the theoretical maximum amount of product (1.0 means a 100% yield; for example, 0.34 means a 34% yield).. This data is from Reaction yield outcomes from USPTO patents with 853,638 reactions. (1) The reactants are [F:1][C:2]1[CH:7]=[CH:6][C:5]([C@H:8]2[N:12]([S:13]([C:16]3[CH:21]=[CH:20][C:19]([CH3:22])=[CH:18][CH:17]=3)(=[O:15])=[O:14])[CH:11]([CH2:23][CH2:24][CH:25]=[O:26])[CH2:10][CH2:9]2)=[CH:4][CH:3]=1.S([CH2:37][N:38]=[C:39]=O)(C1C=CC(C)=CC=1)(=O)=O.C(=O)([O-])[O-].[K+].[K+]. The catalyst is CO. The product is [F:1][C:2]1[CH:3]=[CH:4][C:5]([CH:8]2[N:12]([S:13]([C:16]3[CH:17]=[CH:18][C:19]([CH3:22])=[CH:20][CH:21]=3)(=[O:15])=[O:14])[CH:11]([CH2:23][CH2:24][C:25]3[O:26][CH:39]=[N:38][CH:37]=3)[CH2:10][CH2:9]2)=[CH:6][CH:7]=1. The yield is 0.240. (2) The reactants are [Cl:1][C:2]1[CH:3]=[C:4]([NH:16][C:17]2[C:26]3[C:25]([OH:27])=[CH:24][CH:23]=[CH:22][C:21]=3[N:20]=[CH:19][N:18]=2)[CH:5]=[CH:6][C:7]=1[O:8][CH2:9][C:10]1[CH:15]=[CH:14][CH:13]=[CH:12][N:11]=1.O[C@H:29]1[CH2:34][CH2:33][O:32][C:30]1=[O:31].[NH:35]1[CH2:40][CH2:39][O:38][CH2:37][CH2:36]1. No catalyst specified. The product is [Cl:1][C:2]1[CH:3]=[C:4]([NH:16][C:17]2[C:26]3[C:21](=[CH:22][CH:23]=[CH:24][C:25]=3[O:27][C@@H:29]([C:30]([N:35]3[CH2:40][CH2:39][O:38][CH2:37][CH2:36]3)=[O:31])[CH2:34][CH2:33][OH:32])[N:20]=[CH:19][N:18]=2)[CH:5]=[CH:6][C:7]=1[O:8][CH2:9][C:10]1[CH:15]=[CH:14][CH:13]=[CH:12][N:11]=1. The yield is 0.750. (3) The reactants are [Br:1][C:2]1[CH:3]=[C:4]([C:10]([N:12]2[CH2:17][CH2:16][O:15][C:14]3[CH:18]=[CH:19][N:20]=[CH:21][C:13]2=3)=[O:11])[CH:5]=[C:6]([Br:9])[C:7]=1[OH:8].C(=O)([O-])[O-].[K+].[K+].[C:28]([O:31][CH2:32]Br)(=[O:30])[CH3:29]. The catalyst is CN(C)C=O. The product is [CH3:32][O:31][C:28](=[O:30])[CH2:29][O:8][C:7]1[C:6]([Br:9])=[CH:5][C:4]([C:10]([N:12]2[CH2:17][CH2:16][O:15][C:14]3[CH:18]=[CH:19][N:20]=[CH:21][C:13]2=3)=[O:11])=[CH:3][C:2]=1[Br:1]. The yield is 0.410. (4) The reactants are Cl.[NH2:2]O.[CH3:4][CH:5]([CH3:16])[C:6](=[O:15])[CH2:7][C:8](=O)[C:9]([O:11][CH2:12][CH3:13])=[O:10]. The catalyst is CCO. The product is [CH:5]([C:6]1[O:15][N:2]=[C:8]([C:9]([O:11][CH2:12][CH3:13])=[O:10])[CH:7]=1)([CH3:16])[CH3:4]. The yield is 0.980.